The task is: Predict the reaction yield, written as a fraction of the theoretical maximum amount of product (1.0 means a 100% yield; for example, 0.34 means a 34% yield).. This data is from Reaction yield outcomes from USPTO patents with 853,638 reactions. (1) The reactants are [CH3:1][N:2]1[C:6]([CH2:7][OH:8])=[C:5]([C:9]2[CH:14]=[CH:13][CH:12]=[CH:11][CH:10]=2)[N:4]=[CH:3]1. The catalyst is O1CCOCC1.[O-2].[O-2].[Mn+4]. The product is [CH3:1][N:2]1[C:6]([CH:7]=[O:8])=[C:5]([C:9]2[CH:14]=[CH:13][CH:12]=[CH:11][CH:10]=2)[N:4]=[CH:3]1. The yield is 0.860. (2) The product is [Br:1][C:2]1[CH:3]=[CH:4][C:5]([N+:12]([O-:14])=[O:13])=[C:6]2[C:11]=1[N:10]=[CH:9][CH:8]=[CH:7]2. The catalyst is S(=O)(=O)(O)O. The reactants are [Br:1][C:2]1[CH:3]=[CH:4][CH:5]=[C:6]2[C:11]=1[N:10]=[CH:9][CH:8]=[CH:7]2.[N+:12]([O-])([OH:14])=[O:13]. The yield is 0.940. (3) The reactants are [NH:1]1[C:10]2[C:5](=[CH:6][CH:7]=[CH:8][CH:9]=2)[CH2:4][CH2:3][CH2:2]1.C(=O)([O-])[O-].[K+].[K+].Cl[C:18]([O:20][CH3:21])=[O:19].O. The catalyst is CN(C)C=O. The product is [N:1]1([C:18]([O:20][CH3:21])=[O:19])[C:10]2[C:5](=[CH:6][CH:7]=[CH:8][CH:9]=2)[CH2:4][CH2:3][CH2:2]1. The yield is 0.990. (4) The reactants are Cl[C:2]1[N:7]=[C:6]([NH:8][C:9]2[CH:14]=[CH:13][C:12]([N:15]3[CH2:20][CH2:19][O:18][CH2:17][CH2:16]3)=[CH:11][C:10]=2[O:21][CH3:22])[C:5]([Cl:23])=[CH:4][N:3]=1.[NH2:24][C:25]1[CH:40]=[CH:39][C:28]2[N:29]([CH2:37][CH3:38])[C:30](=[O:36])[CH2:31][CH2:32][C:33]([CH3:35])([CH3:34])[C:27]=2[CH:26]=1.Cl. The catalyst is O1CCOCC1.COCCO. The product is [Cl:23][C:5]1[C:6]([NH:8][C:9]2[CH:14]=[CH:13][C:12]([N:15]3[CH2:20][CH2:19][O:18][CH2:17][CH2:16]3)=[CH:11][C:10]=2[O:21][CH3:22])=[N:7][C:2]([NH:24][C:25]2[CH:40]=[CH:39][C:28]3[N:29]([CH2:37][CH3:38])[C:30](=[O:36])[CH2:31][CH2:32][C:33]([CH3:34])([CH3:35])[C:27]=3[CH:26]=2)=[N:3][CH:4]=1. The yield is 0.920. (5) The reactants are [C:1]1([CH3:7])[CH:6]=[CH:5][CH:4]=[CH:3][CH:2]=1.C(O[O:13][C:14]([CH3:17])(C)C)(C)(C)C.[C]=O.[CH2:20]([OH:22])C. The catalyst is [Ru](Cl)(Cl)Cl.CC1(C)C2C(=C(P(C3C=CC=CC=3)C3C=CC=CC=3)C=CC=2)OC2C(P(C3C=CC=CC=3)C3C=CC=CC=3)=CC=CC1=2. The product is [C:1]1([CH2:7][C:20]([O:13][CH2:14][CH3:17])=[O:22])[CH:6]=[CH:5][CH:4]=[CH:3][CH:2]=1. The yield is 0.160.